Dataset: Reaction yield outcomes from USPTO patents with 853,638 reactions. Task: Predict the reaction yield, written as a fraction of the theoretical maximum amount of product (1.0 means a 100% yield; for example, 0.34 means a 34% yield). (1) The reactants are CC(C)([O-])C.[K+].[C:7]([CH2:9]P(=O)(OCC)OCC)#[N:8].O=[C:19]1[CH2:22][CH:21]([C:23]#[N:24])[CH2:20]1. The catalyst is C1COCC1. The product is [C:7]([CH:9]=[C:19]1[CH2:22][CH:21]([C:23]#[N:24])[CH2:20]1)#[N:8]. The yield is 0.713. (2) The reactants are [N:1]1[C:10]2[C:5](=[CH:6][C:7]([CH2:11][N:12]3[C:16]4=[N:17][C:18]([C:21](=O)[CH3:22])=[CH:19][N:20]=[C:15]4[N:14]=[N:13]3)=[CH:8][CH:9]=2)[CH:4]=[CH:3][CH:2]=1.[CH2:24]([N:26]([C:28]([NH2:30])=[O:29])[NH2:27])[CH3:25]. The yield is 0.570. No catalyst specified. The product is [CH2:24]([N:26]([C:28]([NH2:30])=[O:29])/[N:27]=[C:21](/[C:18]1[N:17]=[C:16]2[N:12]([CH2:11][C:7]3[CH:6]=[C:5]4[C:10](=[CH:9][CH:8]=3)[N:1]=[CH:2][CH:3]=[CH:4]4)[N:13]=[N:14][C:15]2=[N:20][CH:19]=1)\[CH3:22])[CH3:25]. (3) The reactants are [O:1]1[N:5]=[CH:4][C:3]([C:6]([OH:8])=O)=[N:2]1.C1C=CC2N(O)N=NC=2C=1.N=C=N.[NH2:22][C@@H:23]([CH3:39])[CH2:24][N:25]1[CH:29]=[CH:28][C:27]([C:30]2[CH:37]=[CH:36][C:33]([C:34]#[N:35])=[C:32]([Cl:38])[CH:31]=2)=[N:26]1. The catalyst is C(Cl)Cl. The product is [Cl:38][C:32]1[CH:31]=[C:30]([C:27]2[CH:28]=[CH:29][N:25]([CH2:24][C@@H:23]([NH:22][C:6]([C:3]3[CH:4]=[N:5][O:1][N:2]=3)=[O:8])[CH3:39])[N:26]=2)[CH:37]=[CH:36][C:33]=1[C:34]#[N:35]. The yield is 0.810. (4) The reactants are BrN1C(=O)CCC1=O.[Cl:9][C:10]1[CH:15]=[CH:14][C:13]([CH:16]2[NH:20][C:19]3([CH2:25][CH2:24][CH2:23][CH2:22][CH2:21]3)[NH:18][C:17]2=[O:26])=[CH:12][CH:11]=1.C(=O)(O)[O-].[Na+]. The catalyst is C(Cl)Cl. The product is [Cl:9][C:10]1[CH:11]=[CH:12][C:13]([C:16]2[C:17](=[O:26])[NH:18][C:19]3([CH2:25][CH2:24][CH2:23][CH2:22][CH2:21]3)[N:20]=2)=[CH:14][CH:15]=1. The yield is 0.800. (5) The reactants are [C:1]([C:3]1[C:20]([C:21]#[N:22])=[CH:19][C:6]2[N:7](CCC)[C:8]([C:10]3[CH:15]=[CH:14][CH:13]=[CH:12][CH:11]=3)=[N:9][C:5]=2[CH:4]=1)#[N:2].[CH2:23]([C:26](C1C=CC(C=O)=CC=1)([CH2:30][CH:31]=[CH2:32])[CH2:27][CH:28]=[CH2:29])[CH:24]=[CH2:25]. The catalyst is CN1C(=O)CCC1.C(OCC)(=O)C. The product is [CH2:23]([C:26]([C:13]1[CH:14]=[CH:15][C:10]([C:8]2[NH:7][C:6]3[CH:19]=[C:20]([C:21]#[N:22])[C:3]([C:1]#[N:2])=[CH:4][C:5]=3[N:9]=2)=[CH:11][CH:12]=1)([CH2:30][CH:31]=[CH2:32])[CH2:27][CH:28]=[CH2:29])[CH:24]=[CH2:25]. The yield is 0.570. (6) The reactants are [CH3:1][NH:2][C:3]([C:5]1[C:13]2[CH:12]=[C:11]3[C:14](=[CH2:24])[CH2:15][NH:16][CH2:17][CH2:18][N:19]([S:20]([CH3:23])(=[O:22])=[O:21])[C:10]3=[N:9][C:8]=2[O:7][C:6]=1[C:25]1[CH:30]=[CH:29][C:28]([F:31])=[CH:27][CH:26]=1)=[O:4].[CH3:32][S:33](Cl)(=[O:35])=[O:34].C(N(CC)CC)C. The catalyst is C(Cl)Cl. The product is [CH3:1][NH:2][C:3]([C:5]1[C:13]2[CH:12]=[C:11]3[C:14](=[CH2:24])[CH2:15][N:16]([S:33]([CH3:32])(=[O:35])=[O:34])[CH2:17][CH2:18][N:19]([S:20]([CH3:23])(=[O:22])=[O:21])[C:10]3=[N:9][C:8]=2[O:7][C:6]=1[C:25]1[CH:26]=[CH:27][C:28]([F:31])=[CH:29][CH:30]=1)=[O:4]. The yield is 0.420.